Dataset: hERG Central: cardiac toxicity at 1µM, 10µM, and general inhibition. Task: Predict hERG channel inhibition at various concentrations. (1) The molecule is CN(C)S(=O)(=O)c1cccc(COC(=O)c2cc([N+](=O)[O-])ccc2N2CCOCC2)c1. Results: hERG_inhib (hERG inhibition (general)): blocker. (2) The compound is COc1cc(CN2CCCC(CCC(=O)NCc3ccc(C)o3)C2)cc2c1OCO2. Results: hERG_inhib (hERG inhibition (general)): blocker. (3) Results: hERG_inhib (hERG inhibition (general)): blocker. The molecule is CCOc1ccccc1NC(=O)Nc1ccsc1C(=O)OC. (4) The molecule is CCN(CC)CCn1cnc2c1c(=O)n(CCOC(=O)c1cc(OC)c(OC)c(OC)c1)c(=O)n2C.Cl. Results: hERG_inhib (hERG inhibition (general)): blocker. (5) The drug is Cc1ccc2nc(N3CCN(C(=O)c4cccs4)CC3)c(C#N)cc2c1. Results: hERG_inhib (hERG inhibition (general)): blocker. (6) The drug is CCC(C)NS(=O)(=O)c1ccc(NC(=O)c2ccc([N+](=O)[O-])cc2Cl)cc1. Results: hERG_inhib (hERG inhibition (general)): blocker.